Dataset: Full USPTO retrosynthesis dataset with 1.9M reactions from patents (1976-2016). Task: Predict the reactants needed to synthesize the given product. (1) Given the product [Cl:19][C:20]1[CH:25]=[C:24]([C:2]2[CH:18]=[CH:17][C:5]([O:6][CH:7]([CH3:16])[CH2:8][NH:9][S:10]([CH:13]([CH3:15])[CH3:14])(=[O:12])=[O:11])=[CH:4][CH:3]=2)[CH:23]=[CH:22][CH:21]=1, predict the reactants needed to synthesize it. The reactants are: Br[C:2]1[CH:18]=[CH:17][C:5]([O:6][CH:7]([CH3:16])[CH2:8][NH:9][S:10]([CH:13]([CH3:15])[CH3:14])(=[O:12])=[O:11])=[CH:4][CH:3]=1.[Cl:19][C:20]1[CH:21]=[C:22](B(O)O)[CH:23]=[CH:24][CH:25]=1.C(=O)([O-])[O-].[Na+].[Na+]. (2) Given the product [N:48]([CH2:19][C:17]1[CH:18]=[C:13]([Cl:12])[CH:14]=[CH:15][C:16]=1[CH:21]([NH:25][C:26]1[CH:31]=[CH:30][C:29]([O:32][CH3:33])=[CH:28][CH:27]=1)[CH:22]([F:24])[F:23])=[N+:49]=[N-:50], predict the reactants needed to synthesize it. The reactants are: C1CCN2C(=NCCC2)CC1.[Cl:12][C:13]1[CH:14]=[CH:15][C:16]([CH:21]([NH:25][C:26]2[CH:31]=[CH:30][C:29]([O:32][CH3:33])=[CH:28][CH:27]=2)[CH:22]([F:24])[F:23])=[C:17]([CH2:19]O)[CH:18]=1.C1C=CC(P([N:48]=[N+:49]=[N-:50])(C2C=CC=CC=2)=O)=CC=1. (3) The reactants are: Br[C:2]1[N:3]=[C:4]2[CH:9]=[CH:8][CH:7]=[C:6]([CH3:10])[N:5]2[C:11]=1[C:12]1[CH:17]=[CH:16][CH:15]=[CH:14][CH:13]=1.CC1(C)C(C)(C)OB([C:26]2[CH:31]=[CH:30][C:29]([C:32]3([NH:36][C:37](=[O:43])[O:38][C:39]([CH3:42])([CH3:41])[CH3:40])[CH2:35][CH2:34][CH2:33]3)=[CH:28][CH:27]=2)O1.P([O-])([O-])([O-])=O.[K+].[K+].[K+]. Given the product [CH3:10][C:6]1[N:5]2[C:11]([C:12]3[CH:17]=[CH:16][CH:15]=[CH:14][CH:13]=3)=[C:2]([C:26]3[CH:27]=[CH:28][C:29]([C:32]4([NH:36][C:37](=[O:43])[O:38][C:39]([CH3:41])([CH3:40])[CH3:42])[CH2:33][CH2:34][CH2:35]4)=[CH:30][CH:31]=3)[N:3]=[C:4]2[CH:9]=[CH:8][CH:7]=1, predict the reactants needed to synthesize it. (4) The reactants are: [C:1]([O:5][C:6](=[O:22])[NH:7][C:8]1[CH:13]=[C:12]([N:14]([CH2:16][CH:17]([CH3:19])[CH3:18])[CH3:15])[C:11]([Cl:20])=[CH:10][C:9]=1[NH2:21])([CH3:4])([CH3:3])[CH3:2].C([O:27][C:28](=O)[CH2:29][C:30](=[O:42])[C:31]1[CH:36]=[CH:35][CH:34]=[C:33]([N:37]2[CH:41]=[CH:40][N:39]=[N:38]2)[CH:32]=1)(C)(C)C. Given the product [C:1]([O:5][C:6](=[O:22])[NH:7][C:8]1[CH:13]=[C:12]([N:14]([CH2:16][CH:17]([CH3:18])[CH3:19])[CH3:15])[C:11]([Cl:20])=[CH:10][C:9]=1[NH:21][C:28](=[O:27])[CH2:29][C:30](=[O:42])[C:31]1[CH:36]=[CH:35][CH:34]=[C:33]([N:37]2[CH:41]=[CH:40][N:39]=[N:38]2)[CH:32]=1)([CH3:3])([CH3:2])[CH3:4], predict the reactants needed to synthesize it. (5) Given the product [C:27]([C:31]1[N:32]=[C:33]([N:40]2[CH2:44][CH2:43][C@H:42]([OH:45])[CH2:41]2)[C:34]2[C:35](=[N:37][N:38]([CH2:54][C:55]3[N:59]([CH3:60])[N:58]=[N:57][CH:56]=3)[N:39]=2)[N:36]=1)([CH3:28])([CH3:30])[CH3:29], predict the reactants needed to synthesize it. The reactants are: C(C1N=C(N2CC[C@H](O)C2)C2C(=NN(CC3C(C)=NON=3)N=2)N=1)(C)(C)C.[C:27]([C:31]1[N:32]=[C:33]([N:40]2[CH2:44][CH2:43][C@H:42]([O:45]C(=O)C(F)(F)F)[CH2:41]2)[C:34]2[N:39]=[N:38][NH:37][C:35]=2[N:36]=1)([CH3:30])([CH3:29])[CH3:28].Cl.Cl[CH2:54][C:55]1[N:59]([CH3:60])[N:58]=[N:57][CH:56]=1.